Dataset: Forward reaction prediction with 1.9M reactions from USPTO patents (1976-2016). Task: Predict the product of the given reaction. (1) Given the reactants Cl[C:2]1[CH:3]=[CH:4][C:5]2[O:14][CH2:13][CH2:12][C:11]3[CH:10]=[C:9]([C:15]4[N:16]([C:20]5[CH:25]=[CH:24][C:23]([F:26])=[CH:22][C:21]=5[F:27])[N:17]=[CH:18][N:19]=4)[S:8][C:7]=3[C:6]=2[N:28]=1.[CH2:29]([OH:33])[CH2:30][C:31]#[CH:32], predict the reaction product. The product is: [F:27][C:21]1[CH:22]=[C:23]([F:26])[CH:24]=[CH:25][C:20]=1[N:16]1[C:15]([C:9]2[S:8][C:7]3[C:6]4[N:28]=[C:2]([C:32]#[C:31][CH2:30][CH2:29][OH:33])[CH:3]=[CH:4][C:5]=4[O:14][CH2:13][CH2:12][C:11]=3[CH:10]=2)=[N:19][CH:18]=[N:17]1. (2) Given the reactants [CH3:1][C:2]1([C:15]([N:17]2[CH2:22][CH2:21][CH2:20][C@@H:19]([NH:23][C:24]3[C:32]4[C:27](=[N:28][CH:29]=[CH:30][C:31]=4[O:33][C:34]4[CH:39]=[CH:38][C:37]([C:40](=[O:49])[NH:41][C:42]5[CH:47]=[C:46]([CH3:48])[CH:45]=[CH:44][N:43]=5)=[CH:36][CH:35]=4)[NH:26][N:25]=3)[CH2:18]2)=[O:16])[CH2:7][CH2:6][N:5](C(OC(C)(C)C)=O)[CH2:4][CH2:3]1.Cl, predict the reaction product. The product is: [CH3:1][C:2]1([C:15]([N:17]2[CH2:22][CH2:21][CH2:20][C@@H:19]([NH:23][C:24]3[C:32]4[C:27](=[N:28][CH:29]=[CH:30][C:31]=4[O:33][C:34]4[CH:39]=[CH:38][C:37]([C:40]([NH:41][C:42]5[CH:47]=[C:46]([CH3:48])[CH:45]=[CH:44][N:43]=5)=[O:49])=[CH:36][CH:35]=4)[NH:26][N:25]=3)[CH2:18]2)=[O:16])[CH2:3][CH2:4][NH:5][CH2:6][CH2:7]1. (3) Given the reactants [Cl:1][C:2]1[CH:7]=[CH:6][C:5]([C:8](=[O:10])[CH3:9])=[CH:4][CH:3]=1.[C:11]1(=[O:17])[O:16][C:14](=[O:15])[CH2:13][CH2:12]1, predict the reaction product. The product is: [Cl:1][C:2]1[CH:7]=[CH:6][C:5]([C:8](=[O:10])[CH2:9][C:11](=[O:17])[CH2:12][CH2:13][C:14]([OH:16])=[O:15])=[CH:4][CH:3]=1. (4) Given the reactants [CH3:1][C:2]1([CH3:21])[C:6]([CH3:8])([CH3:7])[CH2:5][C:4]([C:9]2[CH:14]=[CH:13][CH:12]=[CH:11][C:10]=2[N:15]2[CH2:20][CH2:19][NH:18][CH2:17][CH2:16]2)=[CH:3]1.[CH:22](=O)[CH:23]([CH3:25])[CH3:24].C(O[BH-](OC(=O)C)OC(=O)C)(=O)C.[Na+].C(O)(=O)C.C(=O)([O-])O.[Na+], predict the reaction product. The product is: [CH2:22]([N:18]1[CH2:17][CH2:16][N:15]([C:10]2[CH:11]=[CH:12][CH:13]=[CH:14][C:9]=2[C:4]2[CH2:5][C:6]([CH3:7])([CH3:8])[C:2]([CH3:21])([CH3:1])[CH:3]=2)[CH2:20][CH2:19]1)[CH:23]([CH3:25])[CH3:24]. (5) Given the reactants [H-].C([Al+]CC(C)C)C(C)C.[Si:11]([O:28][CH2:29][CH2:30][N:31]([CH2:33][C:34]1[CH:43]=[CH:42][C:37]([C:38](OC)=[O:39])=[CH:36][CH:35]=1)[CH3:32])([C:24]([CH3:27])([CH3:26])[CH3:25])([C:18]1[CH:23]=[CH:22][CH:21]=[CH:20][CH:19]=1)[C:12]1[CH:17]=[CH:16][CH:15]=[CH:14][CH:13]=1.[Cl-].[NH4+].S([O-])([O-])(=O)=O.[Mg+2], predict the reaction product. The product is: [Si:11]([O:28][CH2:29][CH2:30][N:31]([CH2:33][C:34]1[CH:43]=[CH:42][C:37]([CH2:38][OH:39])=[CH:36][CH:35]=1)[CH3:32])([C:24]([CH3:27])([CH3:26])[CH3:25])([C:12]1[CH:17]=[CH:16][CH:15]=[CH:14][CH:13]=1)[C:18]1[CH:19]=[CH:20][CH:21]=[CH:22][CH:23]=1. (6) Given the reactants [NH:1]1[CH2:4][CH:3]([NH:5][C:6](=O)OC(C)(C)C)[CH2:2]1.Cl[C:14]1[C:23]2[CH2:22][CH2:21][C:20]([CH3:25])([CH3:24])[CH2:19][C:18]=2[N:17]=[C:16]([NH2:26])[N:15]=1.C(N(CC)CC)C.O, predict the reaction product. The product is: [CH3:24][C:20]1([CH3:25])[CH2:19][C:18]2[N:17]=[C:16]([NH2:26])[N:15]=[C:14]([N:1]3[CH2:2][CH:3]([NH:5][CH3:6])[CH2:4]3)[C:23]=2[CH2:22][CH2:21]1. (7) Given the reactants [Cl:1][C:2]1[CH:7]=[CH:6][CH:5]=[C:4]([OH:8])[N:3]=1.C1C(=O)N([Br:16])C(=O)C1, predict the reaction product. The product is: [Br:16][C:5]1[C:4]([OH:8])=[N:3][C:2]([Cl:1])=[CH:7][CH:6]=1.